This data is from Catalyst prediction with 721,799 reactions and 888 catalyst types from USPTO. The task is: Predict which catalyst facilitates the given reaction. Reactant: [CH:1]1[C:10]2[C:5](=[CH:6][CH:7]=[CH:8][CH:9]=2)[CH:4]=[CH:3][C:2]=1[S:11](Cl)(=[O:13])=[O:12].[OH-].[Na+].Cl.[NH2:18][C@@H:19]([C:24]1[CH:29]=[CH:28][CH:27]=[CH:26][CH:25]=1)[CH2:20][C:21]([OH:23])=[O:22].CN1CCOCC1. Product: [CH:1]1[C:10]2[C:5](=[CH:6][CH:7]=[CH:8][CH:9]=2)[CH:4]=[CH:3][C:2]=1[S:11]([NH:18][C@@H:19]([C:24]1[CH:29]=[CH:28][CH:27]=[CH:26][CH:25]=1)[CH2:20][C:21]([OH:23])=[O:22])(=[O:13])=[O:12]. The catalyst class is: 258.